From a dataset of Forward reaction prediction with 1.9M reactions from USPTO patents (1976-2016). Predict the product of the given reaction. (1) Given the reactants I[C:2]1[CH:7]=[CH:6][C:5]([N+:8]([O-:10])=[O:9])=[CH:4][CH:3]=1.[CH3:11][N:12]1[CH2:17][CH2:16][N:15]([CH2:18][CH2:19][CH2:20][NH2:21])[CH2:14][CH2:13]1, predict the reaction product. The product is: [CH3:11][N:12]1[CH2:17][CH2:16][N:15]([CH2:18][CH2:19][CH2:20][NH:21][C:2]2[CH:7]=[CH:6][C:5]([N+:8]([O-:10])=[O:9])=[CH:4][CH:3]=2)[CH2:14][CH2:13]1. (2) Given the reactants Br[C:2]1[CH:3]=[C:4]([C:7]([OH:9])=[O:8])[O:5][CH:6]=1.[C:10]1(B(O)O)[CH:15]=[CH:14][CH:13]=[CH:12][CH:11]=1.[O-]P([O-])([O-])=O.[K+].[K+].[K+], predict the reaction product. The product is: [C:10]1([C:2]2[CH:3]=[C:4]([C:7]([OH:9])=[O:8])[O:5][CH:6]=2)[CH:15]=[CH:14][CH:13]=[CH:12][CH:11]=1. (3) Given the reactants [F:1][C:2]([F:21])([F:20])[C:3]1[CH:4]=[C:5]([NH:9][C:10]2[C:19]3[C:14](=[CH:15][CH:16]=[CH:17][CH:18]=3)[CH:13]=[CH:12][N:11]=2)[CH:6]=[CH:7][CH:8]=1.[Br-:22].[Br-].[Br-].C[N+](C)(C)C1C=CC=CC=1.C[N+](C1C=CC=CC=1)(C)C.C[N+](C1C=CC=CC=1)(C)C, predict the reaction product. The product is: [Br:22][C:13]1[C:14]2[C:19](=[CH:18][CH:17]=[CH:16][CH:15]=2)[C:10]([NH:9][C:5]2[CH:6]=[CH:7][CH:8]=[C:3]([C:2]([F:1])([F:20])[F:21])[CH:4]=2)=[N:11][CH:12]=1. (4) Given the reactants [Cl:1][C:2]1[N:7]=[C:6](Cl)[C:5]([F:9])=[CH:4][N:3]=1.[CH3:10][N:11]([CH3:18])[C:12]1[NH:16][N:15]=[C:14]([NH2:17])[CH:13]=1.CCN(C(C)C)C(C)C, predict the reaction product. The product is: [Cl:1][C:2]1[N:7]=[C:6]([NH:17][C:14]2[CH:13]=[C:12]([N:11]([CH3:18])[CH3:10])[NH:16][N:15]=2)[C:5]([F:9])=[CH:4][N:3]=1. (5) Given the reactants [N+:1]([C:4]1[N:9]=[CH:8][C:7]([N:10]2[CH2:16][CH2:15][CH2:14][O:13][CH2:12][CH2:11]2)=[CH:6][CH:5]=1)([O-])=O, predict the reaction product. The product is: [O:13]1[CH2:14][CH2:15][CH2:16][N:10]([C:7]2[CH:6]=[CH:5][C:4]([NH2:1])=[N:9][CH:8]=2)[CH2:11][CH2:12]1. (6) Given the reactants [F:1][C:2]1[CH:7]=[C:6]([C:8]([OH:11])([CH3:10])[CH3:9])[CH:5]=[C:4]([F:12])[C:3]=1[C:13]1[S:17][C:16]([NH:18][C:19]2[N:20]=[N:21][C:22]([O:25]CC[Si](C)(C)C)=[CH:23][CH:24]=2)=[C:15]([C:32]([NH2:34])=[O:33])[CH:14]=1.C(O)(C(F)(F)F)=O.C([O-])(O)=O.[Na+], predict the reaction product. The product is: [F:12][C:4]1[CH:5]=[C:6]([C:8]([OH:11])([CH3:10])[CH3:9])[CH:7]=[C:2]([F:1])[C:3]=1[C:13]1[S:17][C:16]([NH:18][C:19]2[CH:24]=[CH:23][C:22](=[O:25])[NH:21][N:20]=2)=[C:15]([C:32]([NH2:34])=[O:33])[CH:14]=1. (7) Given the reactants [C:1]([O:4][CH2:5][CH2:6][N:7]1[C:15]([CH2:16][N:17]2[CH2:22][CH2:21][CH:20]([C:23]([OH:26])([CH3:25])[CH3:24])[CH2:19][CH2:18]2)=[N:14][C:13]2[C:8]1=[N:9][C:10](Cl)=[N:11][C:12]=2[N:27]1[CH2:32][CH2:31][O:30]CC1)(=O)[CH3:2].C1(S([N:43]2[C:51]3[C:46](=[CH:47][CH:48]=[CH:49][CH:50]=3)[C:45](B(O)O)=[CH:44]2)(=O)=O)C=CC=CC=1.C([O-])([O-])=O.[Na+].[Na+].[OH-].[Na+], predict the reaction product. The product is: [OH:30][CH2:31][CH2:32][N:27]1[C:15]([CH2:16][N:17]2[CH2:18][CH2:19][CH:20]([C:23]([OH:26])([CH3:24])[CH3:25])[CH2:21][CH2:22]2)=[N:14][C:13]2[C:12]1=[N:11][C:10]([C:45]1[C:46]3[C:51](=[CH:50][CH:49]=[CH:48][CH:47]=3)[NH:43][CH:44]=1)=[N:9][C:8]=2[N:7]1[CH2:2][CH2:1][O:4][CH2:5][CH2:6]1.